From a dataset of Forward reaction prediction with 1.9M reactions from USPTO patents (1976-2016). Predict the product of the given reaction. (1) The product is: [CH2:29]([O:31][CH2:32][CH2:33][NH:34][C:11]([C:9]1[CH:10]=[C:5]2[N:4]=[C:3]([NH:14][C:15]3[S:16][C:17]4[CH:23]=[C:22]([O:24][C:25]([F:26])([F:27])[F:28])[CH:21]=[CH:20][C:18]=4[N:19]=3)[N:2]([CH3:1])[C:6]2=[N:7][CH:8]=1)=[O:12])[CH3:30]. Given the reactants [CH3:1][N:2]1[C:6]2=[N:7][CH:8]=[C:9]([C:11](O)=[O:12])[CH:10]=[C:5]2[N:4]=[C:3]1[NH:14][C:15]1[S:16][C:17]2[CH:23]=[C:22]([O:24][C:25]([F:28])([F:27])[F:26])[CH:21]=[CH:20][C:18]=2[N:19]=1.[CH2:29]([O:31][CH2:32][CH2:33][NH2:34])[CH3:30].CN(C(ON1N=NC2C=CC=CC1=2)=[N+](C)C)C.F[P-](F)(F)(F)(F)F.CCN(C(C)C)C(C)C, predict the reaction product. (2) Given the reactants [Br:1][C:2]1[S:3][C:4]([C:10]2[CH:15]=[CH:14][CH:13]=[CH:12][CH:11]=2)=[CH:5][C:6]=1[C:7]([OH:9])=O.CCN(C(C)C)C(C)C.CN(C(ON1N=N[C:35]2[CH:36]=[CH:37][CH:38]=[N:39][C:34]1=2)=[N+](C)C)C.F[P-](F)(F)(F)(F)F.N1CCCCC1, predict the reaction product. The product is: [Br:1][C:2]1[S:3][C:4]([C:10]2[CH:15]=[CH:14][CH:13]=[CH:12][CH:11]=2)=[CH:5][C:6]=1[C:7]([N:39]1[CH2:34][CH2:35][CH2:36][CH2:37][CH2:38]1)=[O:9].